This data is from Full USPTO retrosynthesis dataset with 1.9M reactions from patents (1976-2016). The task is: Predict the reactants needed to synthesize the given product. (1) The reactants are: [CH3:1][O:2][C:3]1[CH:22]=[CH:21][C:6]([CH2:7][C@@H:8]2[C:12]3=[N:13][C:14]4[CH:19]=C[CH:17]=[CH:16][C:15]=4[N:11]3[C:10](=[O:20])[NH:9]2)=[CH:5][CH:4]=1.[CH3:23][CH2:24][CH:25]([NH2:28])[CH2:26][CH3:27].[C:29](O)(C(F)(F)F)=O. Given the product [NH:28]1[C:25]2[CH:26]=[CH:27][CH:29]=[CH:23][C:24]=2[N:13]=[C:12]1[C@H:8]([NH:9][C:10]([NH:11][CH:15]([CH2:14][CH3:19])[CH2:16][CH3:17])=[O:20])[CH2:7][C:6]1[CH:21]=[CH:22][C:3]([O:2][CH3:1])=[CH:4][CH:5]=1, predict the reactants needed to synthesize it. (2) Given the product [CH:1]1([N:6]([CH2:14][C:15]2[CH:20]=[CH:19][CH:18]=[C:17]([O:21][CH2:22][CH:23]([OH:24])[CH2:25][N:27]3[CH2:28][C:29]4[C:34](=[CH:33][CH:32]=[CH:31][CH:30]=4)[CH2:26]3)[CH:16]=2)[C:7](=[O:13])[O:8][C:9]([CH3:11])([CH3:10])[CH3:12])[CH2:2][CH2:3][CH2:4][CH2:5]1, predict the reactants needed to synthesize it. The reactants are: [CH:1]1([N:6]([CH2:14][C:15]2[CH:20]=[CH:19][CH:18]=[C:17]([O:21][CH2:22][CH:23]3[CH2:25][O:24]3)[CH:16]=2)[C:7](=[O:13])[O:8][C:9]([CH3:12])([CH3:11])[CH3:10])[CH2:5][CH2:4][CH2:3][CH2:2]1.[CH2:26]1[C:34]2[C:29](=[CH:30][CH:31]=[CH:32][CH:33]=2)[CH2:28][NH:27]1.